From a dataset of Catalyst prediction with 721,799 reactions and 888 catalyst types from USPTO. Predict which catalyst facilitates the given reaction. Reactant: [C:1]([NH:4][CH:5]([CH2:9][C:10]1[CH:15]=[CH:14][C:13]([C:16]([F:19])([F:18])[F:17])=[CH:12][CH:11]=1)[C:6]([OH:8])=[O:7])(=[O:3])[CH3:2].Cl. Product: [C:1]([NH:4][C@H:5]([CH2:9][C:10]1[CH:11]=[CH:12][C:13]([C:16]([F:17])([F:18])[F:19])=[CH:14][CH:15]=1)[C:6]([OH:8])=[O:7])(=[O:3])[CH3:2]. The catalyst class is: 611.